From a dataset of Catalyst prediction with 721,799 reactions and 888 catalyst types from USPTO. Predict which catalyst facilitates the given reaction. (1) Reactant: O[C:2]1([C:15]2[CH:20]=[CH:19][CH:18]=[CH:17][C:16]=2[C:21]([F:24])([F:23])[F:22])[CH2:7][CH2:6][N:5]([C:8]([O:10][C:11]([CH3:14])([CH3:13])[CH3:12])=[O:9])[CH2:4][CH2:3]1.COCCN(S(F)(F)[F:35])CCOC. Product: [F:35][C:2]1([C:15]2[CH:20]=[CH:19][CH:18]=[CH:17][C:16]=2[C:21]([F:24])([F:23])[F:22])[CH2:7][CH2:6][N:5]([C:8]([O:10][C:11]([CH3:14])([CH3:13])[CH3:12])=[O:9])[CH2:4][CH2:3]1. The catalyst class is: 2. (2) Reactant: [O:1]1[C:5]([C:6]([OH:8])=O)=[CH:4][CH:3]=[N:2]1.F[P-](F)(F)(F)(F)F.N1(OC(N(C)C)=[N+](C)C)C2N=CC=CC=2N=N1.C(N(C(C)C)CC)(C)C.[OH:42][S:43]([C:46]([F:49])([F:48])[F:47])(=[O:45])=[O:44].OS(C(F)(F)F)(=O)=O.[C:58]1([N:64]2[CH2:69][CH2:68][N:67]([C:70]3[N:71]=[C:72]([NH:79][CH:80]4[CH2:84][CH2:83][CH2:82][CH:81]4[NH2:85])[C:73]4[S:78][CH2:77][CH2:76][C:74]=4[N:75]=3)[CH2:66][CH2:65]2)[CH:63]=[CH:62][CH:61]=[CH:60][CH:59]=1. Product: [OH:45][S:43]([C:46]([F:49])([F:48])[F:47])(=[O:44])=[O:42].[C:58]1([N:64]2[CH2:65][CH2:66][N:67]([C:70]3[N:71]=[C:72]([NH:79][C@H:80]4[CH2:84][CH2:83][CH2:82][C@@H:81]4[NH:85][C:6]([C:5]4[O:1][N:2]=[CH:3][CH:4]=4)=[O:8])[C:73]4[S:78][CH2:77][CH2:76][C:74]=4[N:75]=3)[CH2:68][CH2:69]2)[CH:59]=[CH:60][CH:61]=[CH:62][CH:63]=1. The catalyst class is: 9. (3) Reactant: [CH3:1][O:2][C:3]([C:5]1[CH:6]=[C:7]([S:10]([OH:13])(=O)=[O:11])[S:8][CH:9]=1)=[O:4].N1C=CC=CC=1.P(Cl)(Cl)(Cl)(Cl)[Cl:21]. Product: [Cl:21][S:10]([C:7]1[S:8][CH:9]=[C:5]([C:3]([O:2][CH3:1])=[O:4])[CH:6]=1)(=[O:13])=[O:11]. The catalyst class is: 4. (4) Reactant: [Cl:1][C:2]1[CH:21]=[CH:20][C:5]([O:6][C:7]2[C:15]3[C:10](=[CH:11][CH:12]=[CH:13][C:14]=3[N+:16]([O-:18])=[O:17])[NH:9][C:8]=2[CH3:19])=[CH:4][CH:3]=1.CC(C)([O-])C.[Na+].Br[CH2:29][C:30]([O:32][CH2:33][CH3:34])=[O:31]. Product: [Cl:1][C:2]1[CH:21]=[CH:20][C:5]([O:6][C:7]2[C:15]3[C:10](=[CH:11][CH:12]=[CH:13][C:14]=3[N+:16]([O-:18])=[O:17])[N:9]([CH2:29][C:30]([O:32][CH2:33][CH3:34])=[O:31])[C:8]=2[CH3:19])=[CH:4][CH:3]=1. The catalyst class is: 1. (5) Reactant: Br[C:2]1[C:3]2[NH:10][C:9]3[CH:11]([CH2:14][C:15]([O:17][CH2:18][CH3:19])=[O:16])[CH2:12][CH2:13][C:8]=3[C:4]=2[CH:5]=[N:6][CH:7]=1.[CH3:20][S:21]([O-:23])=[O:22].[Na+].[NH4+].[Cl-].CCOC(C)=O. Product: [CH3:20][S:21]([C:2]1[C:3]2[NH:10][C:9]3[CH:11]([CH2:14][C:15]([O:17][CH2:18][CH3:19])=[O:16])[CH2:12][CH2:13][C:8]=3[C:4]=2[CH:5]=[N:6][CH:7]=1)(=[O:23])=[O:22]. The catalyst class is: 156.